Dataset: Forward reaction prediction with 1.9M reactions from USPTO patents (1976-2016). Task: Predict the product of the given reaction. (1) Given the reactants [CH2:1]([O:3][C:4]1[CH:5]=[C:6]([N:10]2[CH2:14][C:13]3([CH2:19][CH2:18][CH2:17][CH:16]([CH2:20][NH:21][C:22]4[C:23]([N+:31]([O-])=O)=[CH:24][C:25]([F:30])=[C:26]([CH:29]=4)[C:27]#[N:28])[CH2:15]3)[O:12][C:11]2=[O:34])[CH:7]=[CH:8][CH:9]=1)[CH3:2].[CH:35](OC)(OC)OC.C(O)=O.C(O)(C(F)(F)F)=O, predict the reaction product. The product is: [CH2:1]([O:3][C:4]1[CH:5]=[C:6]([N:10]2[CH2:14][C:13]3([CH2:19][CH2:18][CH2:17][CH:16]([CH2:20][N:21]4[C:22]5[CH:29]=[C:26]([C:27]#[N:28])[C:25]([F:30])=[CH:24][C:23]=5[N:31]=[CH:35]4)[CH2:15]3)[O:12][C:11]2=[O:34])[CH:7]=[CH:8][CH:9]=1)[CH3:2]. (2) Given the reactants [C:1]([C:3]1[CH:4]=[C:5]([C:26]2[CH:31]=[CH:30][CH:29]=[C:28]([CH2:32][NH:33][C:34](=[O:40])[O:35][C:36]([CH3:39])([CH3:38])[CH3:37])[CH:27]=2)[CH:6]=[C:7]([O:9][C:10]2[C:15]([F:16])=[CH:14][C:13]([F:17])=[C:12]([C:18]3[CH:23]=[CH:22][CH:21]=[CH:20][C:19]=3[CH:24]=[O:25])[N:11]=2)[CH:8]=1)#[N:2].[O-:41]Cl=O.[Na+], predict the reaction product. The product is: [C:36]([O:35][C:34]([NH:33][CH2:32][C:28]1[CH:27]=[C:26]([C:5]2[CH:4]=[C:3]([C:1]#[N:2])[CH:8]=[C:7]([O:9][C:10]3[N:11]=[C:12]([C:18]4[CH:23]=[CH:22][CH:21]=[CH:20][C:19]=4[C:24]([OH:41])=[O:25])[C:13]([F:17])=[CH:14][C:15]=3[F:16])[CH:6]=2)[CH:31]=[CH:30][CH:29]=1)=[O:40])([CH3:37])([CH3:39])[CH3:38]. (3) Given the reactants [CH2:1]([NH:8][C:9]1[CH:18]=[C:17]2[C:12]([CH2:13][CH2:14][NH:15][C:16]2=[O:19])=[CH:11][CH:10]=1)[C:2]1[CH:7]=[CH:6][CH:5]=[CH:4][CH:3]=1.N1C=CC=CC=1.[CH3:26][N:27]1[CH:31]=[CH:30][C:29]([S:32](Cl)(=[O:34])=[O:33])=[N:28]1.[Cl:36]CCl, predict the reaction product. The product is: [Cl:36][C:5]1[CH:6]=[CH:7][C:2]([CH2:1][N:8]([C:9]2[CH:18]=[C:17]3[C:12]([CH2:13][CH2:14][NH:15][C:16]3=[O:19])=[CH:11][CH:10]=2)[S:32]([C:29]2[CH:30]=[CH:31][N:27]([CH3:26])[N:28]=2)(=[O:34])=[O:33])=[CH:3][CH:4]=1. (4) Given the reactants [CH2:1]([O:4][C:5]1[CH:6]=[CH:7][C:8]2[CH:12]=[C:11]([C:13]([O:15]C)=[O:14])[S:10][C:9]=2[CH:17]=1)[C:2]#[CH:3].O.[OH-].[Li+].O.Cl, predict the reaction product. The product is: [CH2:1]([O:4][C:5]1[CH:6]=[CH:7][C:8]2[CH:12]=[C:11]([C:13]([OH:15])=[O:14])[S:10][C:9]=2[CH:17]=1)[C:2]#[CH:3]. (5) Given the reactants [OH:1][C:2]1[N:10]=[C:9]([C:11]2[CH:16]=[CH:15][CH:14]=[C:13]([C:17]([F:20])([F:19])[F:18])[CH:12]=2)[CH:8]=[C:7]([CH3:21])[C:3]=1[C:4]([OH:6])=[O:5].[CH3:22]C1C=C(C2C=CC=C(C(F)(F)F)C=2)NC(=O)C=1C(O)=O.OS(O)(=O)=O, predict the reaction product. The product is: [CH3:22][N:10]1[C:9]([C:11]2[CH:16]=[CH:15][CH:14]=[C:13]([C:17]([F:20])([F:18])[F:19])[CH:12]=2)=[CH:8][C:7]([CH3:21])=[C:3]([C:4]([OH:6])=[O:5])[C:2]1=[O:1]. (6) Given the reactants [CH:1]1([O:7][C:8]([O:10][CH:11]([O:13][C:14]([C:16]2[C:21]3[N:22]([CH2:28][C:29]4[CH:34]=[CH:33][C:32]([C:35]5[CH:40]=[CH:39][CH:38]=[CH:37][C:36]=5[C:41]5[N:45](C(C6C=CC=CC=6)(C6C=CC=CC=6)C6C=CC=CC=6)[N:44]=[N:43][N:42]=5)=[CH:31][CH:30]=4)[C:23]([O:25][CH2:26][CH3:27])=[N:24][C:20]=3[CH:19]=[CH:18][CH:17]=2)=[O:15])[CH3:12])=[O:9])[CH2:6][CH2:5][CH2:4][CH2:3][CH2:2]1, predict the reaction product. The product is: [CH:1]1([O:7][C:8]([O:10][CH:11]([O:13][C:14]([C:16]2[C:21]3[N:22]([CH2:28][C:29]4[CH:30]=[CH:31][C:32]([C:35]5[CH:40]=[CH:39][CH:38]=[CH:37][C:36]=5[C:41]5[NH:45][N:44]=[N:43][N:42]=5)=[CH:33][CH:34]=4)[C:23]([O:25][CH2:26][CH3:27])=[N:24][C:20]=3[CH:19]=[CH:18][CH:17]=2)=[O:15])[CH3:12])=[O:9])[CH2:2][CH2:3][CH2:4][CH2:5][CH2:6]1.